From a dataset of Forward reaction prediction with 1.9M reactions from USPTO patents (1976-2016). Predict the product of the given reaction. (1) Given the reactants [F:1][C:2]([F:28])([F:27])[C:3]1([C:6]2[CH:11]=[CH:10][C:9]([C:12]([C:14]3[CH:20]=[C:19]([C:21]#[C:22][Si:23]([CH3:26])([CH3:25])[CH3:24])[CH:18]=[CH:17][C:15]=3[NH2:16])=[O:13])=[CH:8][CH:7]=2)[N:5]=[N:4]1.[Cl:29][CH:30]([Cl:34])[C:31](Cl)=[O:32], predict the reaction product. The product is: [Cl:29][CH:30]([Cl:34])[C:31]([NH:16][C:15]1[CH:17]=[CH:18][C:19]([C:21]#[C:22][Si:23]([CH3:24])([CH3:26])[CH3:25])=[CH:20][C:14]=1[C:12]([C:9]1[CH:10]=[CH:11][C:6]([C:3]2([C:2]([F:1])([F:27])[F:28])[N:5]=[N:4]2)=[CH:7][CH:8]=1)=[O:13])=[O:32]. (2) Given the reactants [Cl:1][CH2:2][C:3]([NH2:5])=[O:4].[N:6]1[CH:11]=[CH:10][CH:9]=[CH:8][CH:7]=1, predict the reaction product. The product is: [Cl-:1].[C:3]([CH2:2][N+:6]1[CH:11]=[CH:10][CH:9]=[CH:8][CH:7]=1)(=[O:4])[NH2:5].